Dataset: Full USPTO retrosynthesis dataset with 1.9M reactions from patents (1976-2016). Task: Predict the reactants needed to synthesize the given product. (1) Given the product [CH2:28]([N:6]1[CH:2]([CH3:1])[CH2:3][CH:4]([CH2:7][N:8]2[C:12]3[CH:13]=[CH:14][C:15]([C:17]4[CH:18]=[N:19][N:20]([CH:22]5[CH2:27][CH2:26][CH2:25][CH2:24][O:23]5)[CH:21]=4)=[CH:16][C:11]=3[N:10]=[CH:9]2)[CH2:5]1)[C:29]1[CH:34]=[CH:33][CH:32]=[CH:31][CH:30]=1, predict the reactants needed to synthesize it. The reactants are: [CH3:1][C@H:2]1[NH:6][CH2:5][C@@H:4]([CH2:7][N:8]2[C:12]3[CH:13]=[CH:14][C:15]([C:17]4[CH:18]=[N:19][N:20]([CH:22]5[CH2:27][CH2:26][CH2:25][CH2:24][O:23]5)[CH:21]=4)=[CH:16][C:11]=3[N:10]=[CH:9]2)[CH2:3]1.[CH2:28](N1[C@H](C)C[C@H](CN)C1)[C:29]1[CH:34]=[CH:33][CH:32]=[CH:31][CH:30]=1.BrC1C=CC(F)=C([N+]([O-])=O)C=1. (2) The reactants are: [CH:1]1([C:5]#[C:6][C:7]2[CH:8]=[C:9]3[C:13](=[CH:14][CH:15]=2)[N:12]([CH:16]2[CH2:21][CH2:20][CH2:19][CH2:18][O:17]2)[N:11]=[C:10]3[F:22])[CH2:4][CH2:3][CH2:2]1.[CH:23]([C:25]1[CH:30]=[CH:29][C:28](B(O)O)=[CH:27][CH:26]=1)=[O:24].I[C:35]1[CH:40]=[CH:39][CH:38]=[CH:37][CH:36]=1. Given the product [CH:1]1(/[C:5](/[C:35]2[CH:40]=[CH:39][CH:38]=[CH:37][CH:36]=2)=[C:6](/[C:28]2[CH:29]=[CH:30][C:25]([CH:23]=[O:24])=[CH:26][CH:27]=2)\[C:7]2[CH:8]=[C:9]3[C:13](=[CH:14][CH:15]=2)[N:12]([CH:16]2[CH2:21][CH2:20][CH2:19][CH2:18][O:17]2)[N:11]=[C:10]3[F:22])[CH2:2][CH2:3][CH2:4]1, predict the reactants needed to synthesize it.